Dataset: Catalyst prediction with 721,799 reactions and 888 catalyst types from USPTO. Task: Predict which catalyst facilitates the given reaction. (1) Reactant: C[O:2][C:3](=[O:33])[CH2:4][CH2:5][CH2:6][CH2:7][N:8]([CH2:10][C:11]([N:13]1[CH2:17][CH2:16][CH2:15][CH:14]1[C:18]1[S:19][C:20]([CH3:32])=[C:21]([C:23](=[O:31])[NH:24][C:25]2[S:26][C:27]([F:30])=[CH:28][N:29]=2)[CH:22]=1)=[O:12])[CH3:9].[OH-].[Na+].[ClH:36].O1CCOCC1. Product: [ClH:36].[F:30][C:27]1[S:26][C:25]([NH:24][C:23]([C:21]2[CH:22]=[C:18]([CH:14]3[CH2:15][CH2:16][CH2:17][N:13]3[C:11](=[O:12])[CH2:10][N:8]([CH3:9])[CH2:7][CH2:6][CH2:5][CH2:4][C:3]([OH:33])=[O:2])[S:19][C:20]=2[CH3:32])=[O:31])=[N:29][CH:28]=1. The catalyst class is: 5. (2) Reactant: [CH:1]([N:4]1[C:9]([CH3:10])=[C:8]([CH3:11])[CH:7]=C(C#N)[C:5]1=[O:14])([CH3:3])[CH3:2].[OH-:15].[K+].[CH2:17]([OH:19])[CH3:18]. Product: [CH:1]([N:4]1[C:9]([CH3:10])=[C:8]([CH3:11])[CH:7]=[C:18]([C:17]([OH:15])=[O:19])[C:5]1=[O:14])([CH3:3])[CH3:2]. The catalyst class is: 6.